This data is from Peptide-MHC class II binding affinity with 134,281 pairs from IEDB. The task is: Regression. Given a peptide amino acid sequence and an MHC pseudo amino acid sequence, predict their binding affinity value. This is MHC class II binding data. (1) The peptide sequence is KGSNDHYLALLVKYA. The MHC is HLA-DPA10103-DPB10401 with pseudo-sequence HLA-DPA10103-DPB10401. The binding affinity (normalized) is 0.174. (2) The peptide sequence is IPTAFKIGKTYTPEE. The MHC is DRB1_0405 with pseudo-sequence DRB1_0405. The binding affinity (normalized) is 0.437. (3) The peptide sequence is EDDLLNRNNTFKPFA. The MHC is DRB1_0101 with pseudo-sequence DRB1_0101. The binding affinity (normalized) is 0.0474. (4) The peptide sequence is FKAAVAAAANAPPAD. The MHC is HLA-DQA10101-DQB10501 with pseudo-sequence HLA-DQA10101-DQB10501. The binding affinity (normalized) is 0. (5) The peptide sequence is APEVKYKVFETALKK. The MHC is HLA-DPA10201-DPB10101 with pseudo-sequence HLA-DPA10201-DPB10101. The binding affinity (normalized) is 0.635. (6) The peptide sequence is PTVDIEEAPEMPALY. The MHC is HLA-DQA10201-DQB10402 with pseudo-sequence HLA-DQA10201-DQB10402. The binding affinity (normalized) is 0.